From a dataset of Peptide-MHC class II binding affinity with 134,281 pairs from IEDB. Regression. Given a peptide amino acid sequence and an MHC pseudo amino acid sequence, predict their binding affinity value. This is MHC class II binding data. (1) The peptide sequence is SGCWYGMEIRPQRHDEK. The MHC is DRB3_0101 with pseudo-sequence DRB3_0101. The binding affinity (normalized) is 0. (2) The peptide sequence is GSSIGKLFTQTMKGV. The MHC is DRB1_0802 with pseudo-sequence DRB1_0802. The binding affinity (normalized) is 0.